This data is from Reaction yield outcomes from USPTO patents with 853,638 reactions. The task is: Predict the reaction yield, written as a fraction of the theoretical maximum amount of product (1.0 means a 100% yield; for example, 0.34 means a 34% yield). (1) The reactants are [Cl-].O[NH3+:3].[C:4](=[O:7])([O-])[OH:5].[Na+].CS(C)=O.[CH2:13]([N:15]1[C:20](=[O:21])[C:19]([CH2:22][C:23]2[CH:28]=[CH:27][C:26]([C:29]3[C:30]([C:35]#[N:36])=[CH:31][CH:32]=[CH:33][CH:34]=3)=[CH:25][CH:24]=2)=[C:18]([CH2:37][CH2:38][CH3:39])[N:17]2[N:40]=[CH:41][N:42]=[C:16]12)[CH3:14]. The yield is 0.340. The product is [CH2:13]([N:15]1[C:20](=[O:21])[C:19]([CH2:22][C:23]2[CH:24]=[CH:25][C:26]([C:29]3[CH:34]=[CH:33][CH:32]=[CH:31][C:30]=3[C:35]3[NH:3][C:4](=[O:7])[O:5][N:36]=3)=[CH:27][CH:28]=2)=[C:18]([CH2:37][CH2:38][CH3:39])[N:17]2[N:40]=[CH:41][N:42]=[C:16]12)[CH3:14]. The catalyst is C(OCC)(=O)C. (2) The reactants are [C:1]([C:3]1[CH:11]=[C:10]2[C:6]([C:7]([C@@H:22]3[CH2:24][C@H:23]3[C:25](N(OC)C)=[O:26])=[CH:8][N:9]2[S:12]([C:15]2[CH:20]=[CH:19][C:18]([CH3:21])=[CH:17][CH:16]=2)(=[O:14])=[O:13])=[CH:5][CH:4]=1)#[N:2].C(C1C=C2C(=CC=1)N(S(C1C=CC(C)=CC=1)(=O)=O)C=C2[C@@H]1C[C@H]1C=O)#N. No catalyst specified. The product is [C:1]([C:3]1[CH:11]=[C:10]2[C:6]([C:7]([C@@H:22]3[CH2:24][C@H:23]3[CH:25]=[O:26])=[CH:8][N:9]2[S:12]([C:15]2[CH:20]=[CH:19][C:18]([CH3:21])=[CH:17][CH:16]=2)(=[O:14])=[O:13])=[CH:5][CH:4]=1)#[N:2]. The yield is 0.370. (3) The reactants are [CH3:1][N:2]([CH:12]1[CH:17]([CH3:18])[CH2:16][CH2:15][NH:14][CH2:13]1)[C:3]1[C:4]2[CH:11]=[CH:10][NH:9][C:5]=2[N:6]=[CH:7][N:8]=1.[C:19](Cl)(=[O:21])[CH3:20]. The catalyst is ClCCl.N1C=CC=CC=1. The product is [CH3:18][CH:17]1[CH2:16][CH2:15][N:14]([C:19](=[O:21])[CH3:20])[CH2:13][CH:12]1[N:2]([CH3:1])[C:3]1[C:4]2[CH:11]=[CH:10][NH:9][C:5]=2[N:6]=[CH:7][N:8]=1. The yield is 0.150. (4) The reactants are Cl.[NH:2]1[CH2:7][CH2:6][CH:5]([N:8]2[C:12]3=[C:13]4[S:19][CH:18]=[CH:17][C:14]4=[N:15][CH:16]=[C:11]3[N:10]=[C:9]2[C@H:20]([OH:22])[CH3:21])[CH2:4][CH2:3]1.C(N(CC)CC)C.FC(F)(F)S(O[CH2:36][C:37]([F:40])([F:39])[F:38])(=O)=O. The catalyst is C(Cl)Cl. The product is [F:38][C:37]([F:40])([F:39])[CH2:36][N:2]1[CH2:7][CH2:6][CH:5]([N:8]2[C:12]3=[C:13]4[S:19][CH:18]=[CH:17][C:14]4=[N:15][CH:16]=[C:11]3[N:10]=[C:9]2[C@H:20]([OH:22])[CH3:21])[CH2:4][CH2:3]1. The yield is 0.260. (5) The product is [Si:1]([O:8][CH2:9][CH2:10][N:11]1[C@@H:16]([CH3:17])[CH2:15][NH:14][CH2:13][C@H:12]1[CH3:28])([C:4]([CH3:7])([CH3:5])[CH3:6])([CH3:3])[CH3:2]. The yield is 0.790. The reactants are [Si:1]([O:8][CH2:9][CH2:10][N:11]1[C@@H:16]([CH3:17])[CH2:15][N:14](C(OCC2C=CC=CC=2)=O)[CH2:13][C@H:12]1[CH3:28])([C:4]([CH3:7])([CH3:6])[CH3:5])([CH3:3])[CH3:2]. The catalyst is CO.[Pd]. (6) The reactants are [F:1][C:2]1[CH:7]=[CH:6][C:5]([NH:8][C:9]2[N:10]([CH3:28])[C:11]3[C:20]4[C:19](=[O:21])[NH:18][C:17]([CH:22]([OH:25])[CH:23]=[CH2:24])=[C:16]([CH3:26])[C:15]=4[CH:14]=[CH:13][C:12]=3[N:27]=2)=[C:4]([CH3:29])[CH:3]=1.[C:30](OC(=O)C)(=[O:32])[CH3:31].C(OCC)C. The catalyst is CN(C1C=CN=CC=1)C.C(Cl)Cl.CO.C(Cl)Cl. The product is [F:1][C:2]1[CH:7]=[CH:6][C:5]([NH:8][C:9]2[N:10]([CH3:28])[C:11]3[C:20]4[C:19](=[O:21])[NH:18][C:17]([CH:22]([O:25][C:30](=[O:32])[CH3:31])[CH:23]=[CH2:24])=[C:16]([CH3:26])[C:15]=4[CH:14]=[CH:13][C:12]=3[N:27]=2)=[C:4]([CH3:29])[CH:3]=1. The yield is 0.804. (7) The reactants are [CH3:1][C:2]1[C:7]([CH3:8])=[CH:6][CH:5]=[CH:4][C:3]=1[OH:9].[CH2:10]([O:12][C:13](=[O:18])[CH2:14][CH2:15][CH2:16]Br)[CH3:11].[H-].[Li+].O. The catalyst is CS(C)=O. The product is [CH2:10]([O:12][C:13](=[O:18])[CH2:14][CH2:15][CH2:16][O:9][C:3]1[CH:4]=[CH:5][CH:6]=[C:7]([CH3:8])[C:2]=1[CH3:1])[CH3:11]. The yield is 0.940. (8) The reactants are [C:1](OC(=O)C)(=[O:3])C.[CH3:8][O:9][C:10]([C:12]1[S:13][CH:14]=[C:15]([CH3:18])[C:16]=1[NH2:17])=[O:11]. The catalyst is C(O)=O. The product is [CH3:8][O:9][C:10]([C:12]1[S:13][CH:14]=[C:15]([CH3:18])[C:16]=1[NH:17][CH:1]=[O:3])=[O:11]. The yield is 0.970. (9) The reactants are [C:1]([C:3]1[CH:10]=[CH:9][C:6]([CH2:7][OH:8])=[CH:5][CH:4]=1)#[N:2].O.[OH-].[Na+]. The catalyst is C(OCC)C. The product is [NH2:2][CH2:1][C:3]1[CH:10]=[CH:9][C:6]([CH2:7][OH:8])=[CH:5][CH:4]=1. The yield is 0.290.